Predict the product of the given reaction. From a dataset of Forward reaction prediction with 1.9M reactions from USPTO patents (1976-2016). (1) Given the reactants Cl[C:2]1[CH:7]=[CH:6][CH:5]=[C:4]([Cl:8])[N:3]=1.[CH3:9][CH:10]([SH:12])[CH3:11], predict the reaction product. The product is: [Cl:8][C:4]1[CH:5]=[CH:6][CH:7]=[C:2]([S:12][CH:10]([CH3:11])[CH3:9])[N:3]=1. (2) Given the reactants [CH3:1][O:2][CH:3]1[C:12]2[C:7](=[CH:8][CH:9]=[C:10]([O:13]C)[CH:11]=2)[CH:6]=[CH:5][C:4]1=O.[Na].Cl, predict the reaction product. The product is: [CH3:1][O:2][C:3]1[CH:4]=[CH:5][CH:6]=[C:7]2[C:12]=1[CH2:11][C:10](=[O:13])[CH2:9][CH2:8]2. (3) Given the reactants [N:1]1[C:10]2[C:5](=[CH:6][CH:7]=[CH:8][CH:9]=2)[CH:4]=[C:3]([CH:11]2[CH2:16][CH2:15][CH:14]([CH:17]([CH2:21][CH3:22])C(O)=O)[CH2:13][CH2:12]2)[CH:2]=1.C1(P([N:37]=[N+]=[N-])(C2C=CC=CC=2)=O)C=CC=CC=1.C(N(CC)CC)C.[Li+].[OH-].[N-]=C=O.Cl, predict the reaction product. The product is: [N:1]1[C:10]2[C:5](=[CH:6][CH:7]=[CH:8][CH:9]=2)[CH:4]=[C:3]([CH:11]2[CH2:16][CH2:15][CH:14]([CH:17]([NH2:37])[CH2:21][CH3:22])[CH2:13][CH2:12]2)[CH:2]=1. (4) Given the reactants [Br:1][C:2]1[CH:3]=[C:4]([CH:8]=[CH:9][C:10]=1[CH:11]([NH:13][C:14]([O:16][C:17]([CH3:20])([CH3:19])[CH3:18])=[O:15])[CH3:12])[C:5]([OH:7])=O.CCN(C(C)C)C(C)C.CN(C(ON1N=NC2C=CC=CC1=2)=[N+](C)C)C.[B-](F)(F)(F)F.C1C=CC2N(O)N=NC=2C=1.[NH2:62][C:63]1[CH:68]=[CH:67][N:66]=[CH:65][CH:64]=1, predict the reaction product. The product is: [C:17]([O:16][C:14](=[O:15])[NH:13][CH:11]([C:10]1[CH:9]=[CH:8][C:4]([C:5](=[O:7])[NH:62][C:63]2[CH:68]=[CH:67][N:66]=[CH:65][CH:64]=2)=[CH:3][C:2]=1[Br:1])[CH3:12])([CH3:20])([CH3:19])[CH3:18]. (5) Given the reactants BrC1C=CC=C2C=1C(=O)C(=O)N2CCCCC.[O:18]=[C:19]1[C:27](=[O:28])[C:26]2[C:21](=[CH:22][CH:23]=[CH:24][CH:25]=2)[N:20]1[CH2:29][C:30]([O:32][CH2:33][CH3:34])=[O:31].O1C2C=CC(O)=CC=2OC1.[CH:45]1[C:54]2[CH2:53][CH2:52][CH2:51][CH2:50][C:49]=2[CH:48]=[CH:47][C:46]=1[OH:55], predict the reaction product. The product is: [CH2:33]([O:32][C:30](=[O:31])[CH2:29][N:20]1[C:21]2[C:26](=[CH:25][CH:24]=[CH:23][CH:22]=2)[C:27]([OH:28])([C:47]2[C:46]([OH:55])=[CH:45][C:54]3[CH2:53][CH2:52][CH2:51][CH2:50][C:49]=3[CH:48]=2)[C:19]1=[O:18])[CH3:34]. (6) The product is: [CH3:1][O:2][C:3]1[C:8]2[O:9][C:10]3[CH:15]=[CH:14][CH:13]=[CH:12][C:11]=3[C:7]=2[C:6]([C:16]2[S:17][CH:18]=[C:19]([C:21]3[N:26]=[C:25]([C:27]([OH:29])=[O:28])[CH:24]=[CH:23][CH:22]=3)[N:20]=2)=[CH:5][CH:4]=1. Given the reactants [CH3:1][O:2][C:3]1[C:8]2[O:9][C:10]3[CH:15]=[CH:14][CH:13]=[CH:12][C:11]=3[C:7]=2[C:6]([C:16]2[S:17][CH:18]=[C:19]([C:21]3[N:26]=[C:25]([C:27]([O:29]CC)=[O:28])[CH:24]=[CH:23][CH:22]=3)[N:20]=2)=[CH:5][CH:4]=1.[OH-].[K+].Cl, predict the reaction product. (7) Given the reactants [CH:1]1[C:10]2[C:5](=[CH:6][CH:7]=[CH:8][CH:9]=2)[CH:4]=[CH:3][C:2]=1[S:11]([C:14]1([CH2:17][CH2:18][C:19]([O:21]C)=[O:20])[CH2:16][CH2:15]1)(=[O:13])=[O:12], predict the reaction product. The product is: [CH:1]1[C:10]2[C:5](=[CH:6][CH:7]=[CH:8][CH:9]=2)[CH:4]=[CH:3][C:2]=1[S:11]([C:14]1([CH2:17][CH2:18][C:19]([OH:21])=[O:20])[CH2:16][CH2:15]1)(=[O:13])=[O:12]. (8) Given the reactants Cl[CH2:2][C:3]1[CH:4]=[C:5]([CH:26]=[CH:27][N:28]=1)[C:6]([NH:8][C:9]1[S:10][C:11]2[C:17]([CH:18]3[CH2:23][O:22][CH2:21][CH2:20][O:19]3)=[CH:16][CH:15]=[C:14]([O:24][CH3:25])[C:12]=2[N:13]=1)=[O:7].[CH3:29][CH2:30][O-:31].[Na+], predict the reaction product. The product is: [O:19]1[CH2:20][CH2:21][O:22][CH2:23][CH:18]1[C:17]1[C:11]2[S:10][C:9]([NH:8][C:6](=[O:7])[C:5]3[CH:26]=[CH:27][N:28]=[C:3]([CH2:2][O:31][CH2:30][CH3:29])[CH:4]=3)=[N:13][C:12]=2[C:14]([O:24][CH3:25])=[CH:15][CH:16]=1. (9) Given the reactants [NH2:1][C:2]1[CH:7]=[CH:6][C:5]([CH2:8][CH2:9][CH2:10][C:11]([OH:13])=[O:12])=[CH:4][CH:3]=1.Cl.[C:15]([O-])(O)=O.[Na+].C([O-])([O-])=O.[Na+].[Na+], predict the reaction product. The product is: [CH3:15][O:12][C:11](=[O:13])[CH2:10][CH2:9][CH2:8][C:5]1[CH:4]=[CH:3][C:2]([NH2:1])=[CH:7][CH:6]=1. (10) Given the reactants CS([C:5]1[N:10]=[CH:9][C:8]([C:11]#[C:12][C:13]2[CH:18]=[CH:17][CH:16]=[CH:15][CH:14]=2)=[CH:7][N:6]=1)(=O)=O.[CH3:19][C:20]1([CH2:24][OH:25])[CH2:23][O:22][CH2:21]1, predict the reaction product. The product is: [CH3:19][C:20]1([CH2:24][O:25][C:5]2[N:10]=[CH:9][C:8]([C:11]#[C:12][C:13]3[CH:18]=[CH:17][CH:16]=[CH:15][CH:14]=3)=[CH:7][N:6]=2)[CH2:23][O:22][CH2:21]1.